From a dataset of Full USPTO retrosynthesis dataset with 1.9M reactions from patents (1976-2016). Predict the reactants needed to synthesize the given product. Given the product [N+:13](=[C:15]([C:35]1([OH:38])[CH2:34][CH2:33][CH:32]([C:30]2[CH:29]=[N:28][N:27]([CH2:26][O:25][CH2:24][CH2:23][Si:22]([CH3:39])([CH3:21])[CH3:40])[CH:31]=2)[CH2:37][CH2:36]1)[C:16]([O:18][CH2:19][CH3:20])=[O:17])=[N-:14], predict the reactants needed to synthesize it. The reactants are: C(NC(C)C)(C)C.C([Li])CCC.[N+:13](=[CH:15][C:16]([O:18][CH2:19][CH3:20])=[O:17])=[N-:14].[CH3:21][Si:22]([CH3:40])([CH3:39])[CH2:23][CH2:24][O:25][CH2:26][N:27]1[CH:31]=[C:30]([CH:32]2[CH2:37][CH2:36][C:35](=[O:38])[CH2:34][CH2:33]2)[CH:29]=[N:28]1.